From a dataset of Reaction yield outcomes from USPTO patents with 853,638 reactions. Predict the reaction yield, written as a fraction of the theoretical maximum amount of product (1.0 means a 100% yield; for example, 0.34 means a 34% yield). (1) The reactants are [CH3:1][C:2]1[CH:3]=[C:4]([C:8]2[O:12][N:11]=[C:10]([CH2:13][OH:14])[CH:9]=2)[CH:5]=[CH:6][CH:7]=1.C(N(CC)CC)C.[CH3:22][S:23](Cl)(=[O:25])=[O:24]. The catalyst is C(Cl)Cl. The yield is 0.940. The product is [CH3:22][S:23]([O:14][CH2:13][C:10]1[CH:9]=[C:8]([C:4]2[CH:5]=[CH:6][CH:7]=[C:2]([CH3:1])[CH:3]=2)[O:12][N:11]=1)(=[O:25])=[O:24]. (2) The reactants are [OH:1][C:2]1[CH:9]=[CH:8][C:5]([CH2:6][OH:7])=[CH:4][CH:3]=1.C(N(CC)CC)C.[C:17](O[C:17](=[O:20])[CH2:18][CH3:19])(=[O:20])[CH2:18][CH3:19].C(OCC)(=O)C. The catalyst is ClCCl.CCCCCCC. The product is [C:17]([O:1][C:2]1[CH:9]=[CH:8][C:5]([CH2:6][OH:7])=[CH:4][CH:3]=1)(=[O:20])[CH2:18][CH3:19]. The yield is 0.610. (3) The reactants are [CH3:1][N:2]1[C:6]([C:7]2[CH:8]=[C:9]([NH2:23])[CH:10]=[CH:11][C:12]=2[O:13][CH2:14][CH2:15][N:16]2[CH2:22][CH2:21][CH2:20][O:19][CH2:18][CH2:17]2)=[CH:5][CH:4]=[N:3]1.CCN(C(C)C)C(C)C.[F:33][C:34]([F:45])([F:44])[C:35]1[CH:36]=[C:37]([CH:41]=[CH:42][CH:43]=1)[C:38](Cl)=[O:39]. The catalyst is CC(N(C)C)=O.CS(C)=O. The product is [CH3:1][N:2]1[C:6]([C:7]2[CH:8]=[C:9]([NH:23][C:38](=[O:39])[C:37]3[CH:41]=[CH:42][CH:43]=[C:35]([C:34]([F:33])([F:44])[F:45])[CH:36]=3)[CH:10]=[CH:11][C:12]=2[O:13][CH2:14][CH2:15][N:16]2[CH2:22][CH2:21][CH2:20][O:19][CH2:18][CH2:17]2)=[CH:5][CH:4]=[N:3]1. The yield is 0.870. (4) The reactants are [F:1][C:2]([F:16])([F:15])/[CH:3]=[CH:4]/[C:5]1[CH:13]=[CH:12][C:8]([C:9]([OH:11])=O)=[C:7]([CH3:14])[CH:6]=1.C(Cl)(=O)C(Cl)=O.C(N(CC)CC)C.[CH3:30][C:31]1[S:32][C:33]2[C:38]([N:39]=1)=[CH:37][C:36]([NH2:40])=[CH:35][N:34]=2. The catalyst is C(Cl)Cl.CN(C=O)C.CCOCC. The product is [CH3:14][C:7]1[CH:6]=[C:5](/[CH:4]=[CH:3]/[C:2]([F:1])([F:16])[F:15])[CH:13]=[CH:12][C:8]=1[C:9]([NH:40][C:36]1[CH:37]=[C:38]2[N:39]=[C:31]([CH3:30])[S:32][C:33]2=[N:34][CH:35]=1)=[O:11]. The yield is 0.120. (5) The reactants are Br[C:2]1[CH:9]=[CH:8][C:5]([C:6]#[N:7])=[C:4]([NH:10][C@H:11]2[CH2:15][CH2:14][O:13][CH2:12]2)[CH:3]=1.[CH3:16][C:17]1[C:25]2[C:24](=[O:26])[CH2:23][C:22]([CH3:28])([CH3:27])[CH2:21][C:20]=2[NH:19][CH:18]=1.C([O-])([O-])=O.[K+].[K+]. The catalyst is O1CCOCC1. The product is [O:13]1[CH2:14][CH2:15][C@H:11]([NH:10][C:4]2[CH:3]=[C:2]([N:19]3[C:20]4[CH2:21][C:22]([CH3:27])([CH3:28])[CH2:23][C:24](=[O:26])[C:25]=4[C:17]([CH3:16])=[CH:18]3)[CH:9]=[CH:8][C:5]=2[C:6]#[N:7])[CH2:12]1. The yield is 1.00. (6) The reactants are Cl[C:2]1[C:11]2[C:6](=[CH:7][CH:8]=[C:9]([C:12]([NH2:14])=[O:13])[CH:10]=2)[N:5]=[C:4]([N:15]2[CH2:21][C:20]3[CH:22]=[CH:23][CH:24]=[CH:25][C:19]=3[S:18](=[O:27])(=[O:26])[CH2:17][CH2:16]2)[CH:3]=1.[CH2:28]([NH2:32])[CH2:29][CH2:30][NH2:31]. No catalyst specified. The product is [NH2:31][CH2:30][CH2:29][CH2:28][NH:32][C:2]1[C:11]2[C:6](=[CH:7][CH:8]=[C:9]([C:12]([NH2:14])=[O:13])[CH:10]=2)[N:5]=[C:4]([N:15]2[CH2:21][C:20]3[CH:22]=[CH:23][CH:24]=[CH:25][C:19]=3[S:18](=[O:27])(=[O:26])[CH2:17][CH2:16]2)[CH:3]=1. The yield is 0.0720. (7) The reactants are [N:1]([CH2:4][C@H:5]([N:7]1[CH:16]=[CH:15][C:14]2[C:9](=[CH:10][CH:11]=[C:12]([CH3:32])[C:13]=2[NH:17][C:18](=[O:31])[CH2:19][C:20]2[CH:25]=[CH:24][C:23]([C:26]([F:29])([F:28])[F:27])=[C:22]([F:30])[CH:21]=2)[C:8]1=[O:33])[CH3:6])=[N+]=[N-].C(O)C.[Cl-].[NH4+].O. The catalyst is [Fe]. The product is [NH2:1][CH2:4][C@H:5]([N:7]1[CH:16]=[CH:15][C:14]2[C:9](=[CH:10][CH:11]=[C:12]([CH3:32])[C:13]=2[NH:17][C:18](=[O:31])[CH2:19][C:20]2[CH:25]=[CH:24][C:23]([C:26]([F:28])([F:29])[F:27])=[C:22]([F:30])[CH:21]=2)[C:8]1=[O:33])[CH3:6]. The yield is 0.500. (8) The reactants are [CH3:1][O:2][C:3](=[O:12])[CH:4]([C:6]1[CH:11]=[CH:10][CH:9]=[CH:8][CH:7]=1)Br.CCN(CC)CC.[OH:20][CH2:21][CH2:22][N:23]1[CH2:28][CH2:27][NH:26][CH2:25][CH2:24]1. The catalyst is O1CCCC1. The yield is 1.00. The product is [CH3:1][O:2][C:3](=[O:12])[CH:4]([N:26]1[CH2:27][CH2:28][N:23]([CH2:22][CH2:21][OH:20])[CH2:24][CH2:25]1)[C:6]1[CH:11]=[CH:10][CH:9]=[CH:8][CH:7]=1. (9) The reactants are Br[C:2]1[CH:11]=[C:10]2[C:5]([CH2:6][CH2:7][NH:8][C:9]2=[O:12])=[CH:4][CH:3]=1.[CH:13](B1OB(C=C)OB(C=C)O1)=[CH2:14].C([O-])([O-])=O.[K+].[K+].O. The catalyst is COCCOC.C1C=CC([P]([Pd]([P](C2C=CC=CC=2)(C2C=CC=CC=2)C2C=CC=CC=2)([P](C2C=CC=CC=2)(C2C=CC=CC=2)C2C=CC=CC=2)[P](C2C=CC=CC=2)(C2C=CC=CC=2)C2C=CC=CC=2)(C2C=CC=CC=2)C2C=CC=CC=2)=CC=1. The product is [CH:13]([C:2]1[CH:11]=[C:10]2[C:5]([CH2:6][CH2:7][NH:8][C:9]2=[O:12])=[CH:4][CH:3]=1)=[CH2:14]. The yield is 0.880.